Task: Predict the product of the given reaction.. Dataset: Forward reaction prediction with 1.9M reactions from USPTO patents (1976-2016) (1) Given the reactants N1C=CC=CC=1.Cl[C:8]([C:10]1[CH:11]=[CH:12][C:13]([NH:20][C:21](=[O:26])[C:22]([F:25])([F:24])[F:23])=[C:14]([CH:19]=1)[C:15]([O:17][CH3:18])=[O:16])=[O:9].[CH2:27]([O:34][C:35]1[C:43]2[N:39]([CH:40]=[C:41]([CH3:46])[C:42]=2[O:44][CH3:45])[CH:38]=[CH:37][CH:36]=1)[C:28]1[CH:33]=[CH:32][CH:31]=[CH:30][CH:29]=1, predict the reaction product. The product is: [CH2:27]([O:34][C:35]1[C:43]2[N:39]([C:40]([C:8]([C:10]3[CH:11]=[CH:12][C:13]([NH:20][C:21](=[O:26])[C:22]([F:25])([F:24])[F:23])=[C:14]([CH:19]=3)[C:15]([O:17][CH3:18])=[O:16])=[O:9])=[C:41]([CH3:46])[C:42]=2[O:44][CH3:45])[CH:38]=[CH:37][CH:36]=1)[C:28]1[CH:33]=[CH:32][CH:31]=[CH:30][CH:29]=1. (2) Given the reactants [Cl:1][C:2]1[CH:7]=[CH:6][C:5]([CH:8]2[CH2:13][CH2:12][CH2:11][CH:10]([CH:14]=O)[CH2:9]2)=[CH:4][CH:3]=1.[NH2:16][CH2:17][CH2:18][OH:19].C(O)(=O)C.[BH4-].[Na+], predict the reaction product. The product is: [Cl:1][C:2]1[CH:3]=[CH:4][C:5]([CH:8]2[CH2:13][CH2:12][CH2:11][CH:10]([CH2:14][NH:16][CH2:17][CH2:18][OH:19])[CH2:9]2)=[CH:6][CH:7]=1.